From a dataset of Reaction yield outcomes from USPTO patents with 853,638 reactions. Predict the reaction yield, written as a fraction of the theoretical maximum amount of product (1.0 means a 100% yield; for example, 0.34 means a 34% yield). (1) The reactants are [CH2:1]([N:3]1[CH:8]=[CH:7][N:6]=[C:5](O)[C:4]1=[O:10])[CH3:2].P(Br)(Br)([Br:13])=O.C(=O)([O-])[O-].[Na+].[Na+].O. The product is [Br:13][C:5]1[C:4](=[O:10])[N:3]([CH2:1][CH3:2])[CH:8]=[CH:7][N:6]=1. The yield is 0.402. The catalyst is ClC(Cl)C. (2) The reactants are C[O:2][C:3](=O)[C:4]1[CH:9]=[C:8]([CH3:10])[C:7]([F:11])=[CH:6][C:5]=1[F:12].[H-].[Al+3].[Li+].[H-].[H-].[H-]. The catalyst is O1CCCC1. The product is [F:12][C:5]1[CH:6]=[C:7]([F:11])[C:8]([CH3:10])=[CH:9][C:4]=1[CH2:3][OH:2]. The yield is 1.00. (3) The reactants are [F:1][C:2]1[CH:11]=[CH:10][C:9]([O:12][CH2:13][CH2:14][CH3:15])=[C:8]2[C:3]=1[C:4](=[O:18])[C:5](I)=[C:6]([CH3:16])[NH:7]2.[CH3:19][O:20][C:21]1[CH:26]=[CH:25][C:24](B(O)O)=[CH:23][CH:22]=1.C(=O)([O-])[O-].[Na+].[Na+]. The catalyst is C1C=CC(P(C2C=CC=CC=2)[C-]2C=CC=C2)=CC=1.C1C=CC(P(C2C=CC=CC=2)[C-]2C=CC=C2)=CC=1.Cl[Pd]Cl.[Fe+2].ClCCl.COCCOC. The product is [F:1][C:2]1[CH:11]=[CH:10][C:9]([O:12][CH2:13][CH2:14][CH3:15])=[C:8]2[C:3]=1[C:4](=[O:18])[C:5]([C:24]1[CH:25]=[CH:26][C:21]([O:20][CH3:19])=[CH:22][CH:23]=1)=[C:6]([CH3:16])[NH:7]2. The yield is 0.610. (4) The reactants are [H-].[Na+].[CH3:3][C:4]1([CH3:27])[O:8][C@@H:7]([CH2:9][O:10][C:11]2[CH:16]=[CH:15][C:14]([C:17]([C:20]3[CH:25]=[CH:24][C:23]([OH:26])=[CH:22][CH:21]=3)([CH3:19])[CH3:18])=[CH:13][CH:12]=2)[CH2:6][O:5]1.CC1C=CC(S(O[CH2:39][C@@H:40]2[O:42][CH2:41]2)(=O)=O)=CC=1. The catalyst is CN(C)C=O. The product is [CH3:3][C:4]1([CH3:27])[O:8][C@@H:7]([CH2:9][O:10][C:11]2[CH:12]=[CH:13][C:14]([C:17]([C:20]3[CH:21]=[CH:22][C:23]([O:26][CH2:39][C@H:40]4[CH2:41][O:42]4)=[CH:24][CH:25]=3)([CH3:18])[CH3:19])=[CH:15][CH:16]=2)[CH2:6][O:5]1. The yield is 0.940. (5) The reactants are [NH2:1][C:2]1[CH:7]=[CH:6][CH:5]=[C:4]([CH3:8])[N:3]=1.[CH:9](=O)[CH3:10].C(O[BH-](OC(=O)C)OC(=O)C)(=O)C.[Na+]. The catalyst is CO.C(O)(=O)C. The product is [CH2:9]([NH:1][C:2]1[CH:7]=[CH:6][CH:5]=[C:4]([CH3:8])[N:3]=1)[CH3:10]. The yield is 0.510. (6) The product is [S:10]1[C:6]([C:4](=[O:5])[CH3:15])=[CH:7][CH:8]2[S:13][CH:12]=[CH:11][CH:9]12. The catalyst is C1COCC1. The reactants are CON(C)[C:4]([C:6]1[S:10][CH:9]2[CH:11]=[CH:12][S:13][CH:8]2[CH:7]=1)=[O:5].[CH3:15][Mg]Br. The yield is 0.800. (7) The reactants are ClC1N=C(NNCC#C)N=C(NNCCC)N=1.[Cl:18][C:19]1[CH:20]=[C:21]([CH:24]=[CH:25][C:26]=1[Cl:27])[CH2:22][NH2:23].ClC1[C:30](C)=[C:31](C=CC=1)[CH2:32][NH:33][C:34]1[N:39]=[C:38](NCCC)[N:37]=[C:36]([NH:44][CH2:45][C:46]#[CH:47])[N:35]=1. No catalyst specified. The product is [Cl:18][C:19]1[CH:20]=[C:21]([CH:24]=[CH:25][C:26]=1[Cl:27])[CH2:22][NH:23][C:38]1[N:39]=[C:34]([NH:33][CH2:32][CH2:31][CH3:30])[N:35]=[C:36]([NH:44][CH2:45][C:46]#[CH:47])[N:37]=1. The yield is 0.870.